This data is from NCI-60 drug combinations with 297,098 pairs across 59 cell lines. The task is: Regression. Given two drug SMILES strings and cell line genomic features, predict the synergy score measuring deviation from expected non-interaction effect. Drug 1: CC1=C2C(C(=O)C3(C(CC4C(C3C(C(C2(C)C)(CC1OC(=O)C(C(C5=CC=CC=C5)NC(=O)OC(C)(C)C)O)O)OC(=O)C6=CC=CC=C6)(CO4)OC(=O)C)OC)C)OC. Drug 2: C1CC(=O)NC(=O)C1N2C(=O)C3=CC=CC=C3C2=O. Cell line: SN12C. Synergy scores: CSS=35.2, Synergy_ZIP=3.64, Synergy_Bliss=3.21, Synergy_Loewe=-19.3, Synergy_HSA=3.76.